Dataset: Forward reaction prediction with 1.9M reactions from USPTO patents (1976-2016). Task: Predict the product of the given reaction. Given the reactants [CH3:1][N:2]1[CH:6]=[C:5]([S:7](=[O:16])(=[O:15])[NH:8][C@@H:9]([CH3:14])[C:10]([F:13])([F:12])[F:11])[CH:4]=[C:3]1[C:17]([O:19]C)=[O:18].[OH-].[Li+].CO, predict the reaction product. The product is: [CH3:1][N:2]1[CH:6]=[C:5]([S:7](=[O:15])(=[O:16])[NH:8][C@@H:9]([CH3:14])[C:10]([F:13])([F:11])[F:12])[CH:4]=[C:3]1[C:17]([OH:19])=[O:18].